Dataset: Forward reaction prediction with 1.9M reactions from USPTO patents (1976-2016). Task: Predict the product of the given reaction. Given the reactants C(N(CC)CC)C.[CH:8]([C:10]1[C:18]2[C:13](=[CH:14][CH:15]=[CH:16][CH:17]=2)[N:12](C(OC(C)(C)C)=O)[CH:11]=1)=[O:9].[Si:26]([O:33][CH2:34][C:35]1[CH:50]=[CH:49][C:38]([CH:39]=[N:40][C:41]2[CH:46]=[CH:45][CH:44]=[C:43]([O:47][CH3:48])[CH:42]=2)=[CH:37][CH:36]=1)([C:29]([CH3:32])([CH3:31])[CH3:30])([CH3:28])[CH3:27], predict the reaction product. The product is: [Si:26]([O:33][CH2:34][C:35]1[CH:50]=[CH:49][C:38]([CH:39]([NH:40][C:41]2[CH:46]=[CH:45][CH:44]=[C:43]([O:47][CH3:48])[CH:42]=2)[C:8]([C:10]2[C:18]3[C:13](=[CH:14][CH:15]=[CH:16][CH:17]=3)[NH:12][CH:11]=2)=[O:9])=[CH:37][CH:36]=1)([C:29]([CH3:32])([CH3:31])[CH3:30])([CH3:27])[CH3:28].[OH:33][CH2:34][C:35]1[CH:36]=[CH:37][C:38]([CH:39]([NH:40][C:41]2[CH:46]=[CH:45][CH:44]=[C:43]([O:47][CH3:48])[CH:42]=2)[C:8]([C:10]2[C:18]3[C:13](=[CH:14][CH:15]=[CH:16][CH:17]=3)[NH:12][CH:11]=2)=[O:9])=[CH:49][CH:50]=1.